From a dataset of Full USPTO retrosynthesis dataset with 1.9M reactions from patents (1976-2016). Predict the reactants needed to synthesize the given product. (1) Given the product [F:16][C:13]1[CH:14]=[CH:15][C:10]([CH:7]2[N:6]([S:17]([C:20]3[CH:25]=[CH:24][C:23]([CH3:26])=[CH:22][CH:21]=3)(=[O:18])=[O:19])[CH:5]([CH2:4][CH2:3][CH2:2][N:29]3[C:28]([CH3:27])=[N:32][N:31]=[N:30]3)[CH2:9][CH2:8]2)=[CH:11][CH:12]=1, predict the reactants needed to synthesize it. The reactants are: Cl[CH2:2][CH2:3][CH2:4][CH:5]1[CH2:9][CH2:8][CH:7]([C:10]2[CH:15]=[CH:14][C:13]([F:16])=[CH:12][CH:11]=2)[N:6]1[S:17]([C:20]1[CH:25]=[CH:24][C:23]([CH3:26])=[CH:22][CH:21]=1)(=[O:19])=[O:18].[CH3:27][C:28]1[NH:32][N:31]=[N:30][N:29]=1. (2) The reactants are: [Cl:1][C:2]1[CH:7]=[C:6]([N+:8]([O-])=O)[CH:5]=[CH:4][C:3]=1[O:11][C:12]1[CH:17]=[C:16]([F:18])[CH:15]=[CH:14][C:13]=1[O:19][CH3:20]. Given the product [Cl:1][C:2]1[CH:7]=[C:6]([CH:5]=[CH:4][C:3]=1[O:11][C:12]1[CH:17]=[C:16]([F:18])[CH:15]=[CH:14][C:13]=1[O:19][CH3:20])[NH2:8], predict the reactants needed to synthesize it. (3) Given the product [ClH:2].[ClH:23].[Cl:23][C:24]1[C:25]([C:41]#[N:42])=[C:26]2[N:31]([C:32]=1[C:33]1[CH:34]=[N:35][CH:36]=[CH:37][CH:38]=1)[CH2:30][CH2:29][C:28]([Cl:39])=[C:27]2[Cl:40], predict the reactants needed to synthesize it. The reactants are: Cl.[Cl:2]C1C(C#N)=C2N(C=1C1C=NC=CC=1)CCC(Cl)(Cl)C2=O.[Cl:23][C:24]1[C:25]([C:41]#[N:42])=[C:26]2[N:31]([C:32]=1[C:33]1[CH:34]=[N:35][CH:36]=[CH:37][CH:38]=1)[CH2:30][CH2:29][C:28]([Cl:39])=[C:27]2[Cl:40].